This data is from Catalyst prediction with 721,799 reactions and 888 catalyst types from USPTO. The task is: Predict which catalyst facilitates the given reaction. (1) Reactant: [CH3:13][C:12]([O:11][C:9](O[C:9]([O:11][C:12]([CH3:15])([CH3:14])[CH3:13])=[O:10])=[O:10])([CH3:15])[CH3:14].C([O-])(O)=O.[Na+].[NH2:21][CH2:22][CH2:23][CH2:24][C:25]([OH:27])=[O:26]. Product: [C:9]([NH:21][CH2:22][CH2:23][CH2:24][C:25]([OH:27])=[O:26])([O:11][C:12]([CH3:13])([CH3:14])[CH3:15])=[O:10]. The catalyst class is: 38. (2) Reactant: [CH:1]1([C:9]2[CH:14]=[CH:13][CH:12]=[CH:11][C:10]=2[N:15]2[CH2:20][CH2:19][NH:18][CH2:17][CH2:16]2)[CH2:8][CH2:7][CH2:6][CH2:5][CH2:4][CH2:3][CH2:2]1.[CH:21](=O)[CH:22]([CH3:24])[CH3:23].C(O[BH-](OC(=O)C)OC(=O)C)(=O)C.[Na+].C(O)(=O)C.C(=O)([O-])O.[Na+]. Product: [CH:1]1([C:9]2[CH:14]=[CH:13][CH:12]=[CH:11][C:10]=2[N:15]2[CH2:16][CH2:17][N:18]([CH2:21][CH:22]([CH3:24])[CH3:23])[CH2:19][CH2:20]2)[CH2:2][CH2:3][CH2:4][CH2:5][CH2:6][CH2:7][CH2:8]1. The catalyst class is: 54. (3) Reactant: [Cl:1][C:2]1[CH:7]=[C:6]2[NH:8][C:9](=[O:34])[C:10]3([CH:15]([C:16]4[CH:21]=[CH:20][CH:19]=[C:18]([Cl:22])[CH:17]=4)[CH2:14][C:13](=[O:23])[NH:12][CH:11]3[C:24]3[CH:29]=[C:28]([I:30])[CH:27]=[CH:26][C:25]=3[N+:31]([O-])=O)[C:5]2=[CH:4][CH:3]=1.[NH4+].[Cl-]. Product: [NH2:31][C:25]1[CH:26]=[CH:27][C:28]([I:30])=[CH:29][C:24]=1[CH:11]1[C:10]2([C:5]3[C:6](=[CH:7][C:2]([Cl:1])=[CH:3][CH:4]=3)[NH:8][C:9]2=[O:34])[CH:15]([C:16]2[CH:21]=[CH:20][CH:19]=[C:18]([Cl:22])[CH:17]=2)[CH2:14][C:13](=[O:23])[NH:12]1. The catalyst class is: 284. (4) Reactant: O1CCC[CH2:2]1.[Br-].C1(C([PH3+])(C2C=CC=CC=2)C2C=CC=CC=2)C=CC=CC=1.C([Li])CCC.[CH:32]1([C:35]([C:37]2[CH:50]=[CH:49][C:40]([NH:41][C:42](=[O:48])[O:43][C:44]([CH3:47])([CH3:46])[CH3:45])=[C:39]([CH3:51])[CH:38]=2)=O)[CH2:34][CH2:33]1. Product: [CH:32]1([C:35]([C:37]2[CH:50]=[CH:49][C:40]([NH:41][C:42](=[O:48])[O:43][C:44]([CH3:47])([CH3:46])[CH3:45])=[C:39]([CH3:51])[CH:38]=2)=[CH2:2])[CH2:34][CH2:33]1. The catalyst class is: 6. (5) Reactant: [NH2:1][CH:2]([CH:7]([C:9]1[C:17]2[C:12](=[CH:13][CH:14]=[CH:15][CH:16]=2)[NH:11][CH:10]=1)[CH3:8])[C:3]([O:5][CH3:6])=[O:4].C(N(CC)CC)C.[CH:25]1[C:37]2[CH:36]([CH2:38][O:39][C:40](Cl)=[O:41])[C:35]3[C:30](=[CH:31][CH:32]=[CH:33][CH:34]=3)[C:29]=2[CH:28]=[CH:27][CH:26]=1. Product: [CH:25]1[C:37]2[CH:36]([CH2:38][O:39][C:40]([NH:1][CH:2]([CH:7]([C:9]3[C:17]4[C:12](=[CH:13][CH:14]=[CH:15][CH:16]=4)[NH:11][CH:10]=3)[CH3:8])[C:3]([O:5][CH3:6])=[O:4])=[O:41])[C:35]3[C:30](=[CH:31][CH:32]=[CH:33][CH:34]=3)[C:29]=2[CH:28]=[CH:27][CH:26]=1. The catalyst class is: 1. (6) Reactant: [OH:1][CH2:2][C@H:3]1[C@H:7]([CH3:8])[CH2:6][N:5]([C:9]([O:11][C:12]([CH3:15])([CH3:14])[CH3:13])=[O:10])[CH2:4]1.[H-].[Na+].[Cl:18][C:19]1[N:20]=[C:21](Cl)[C:22]2[CH:27]=[CH:26][N:25]([CH2:28][O:29][CH2:30][CH2:31][Si:32]([CH3:35])([CH3:34])[CH3:33])[C:23]=2[N:24]=1. Product: [Cl:18][C:19]1[N:20]=[C:21]([O:1][CH2:2][C@H:3]2[C@H:7]([CH3:8])[CH2:6][N:5]([C:9]([O:11][C:12]([CH3:14])([CH3:13])[CH3:15])=[O:10])[CH2:4]2)[C:22]2[CH:27]=[CH:26][N:25]([CH2:28][O:29][CH2:30][CH2:31][Si:32]([CH3:35])([CH3:34])[CH3:33])[C:23]=2[N:24]=1. The catalyst class is: 3. (7) Reactant: Br[C:2]1[C:7]([N+:8]([O-:10])=[O:9])=[CH:6][C:5]([S:11]([N:14]([CH3:16])[CH3:15])(=[O:13])=[O:12])=[C:4]([CH3:17])[CH:3]=1.[C:18]([Cu])#[N:19]. Product: [C:18]([C:2]1[C:7]([N+:8]([O-:10])=[O:9])=[CH:6][C:5]([S:11]([N:14]([CH3:16])[CH3:15])(=[O:13])=[O:12])=[C:4]([CH3:17])[CH:3]=1)#[N:19]. The catalyst class is: 384. (8) Reactant: [F:1][C:2]([F:15])([F:14])[S:3]([O:6]S(C(F)(F)F)(=O)=O)(=[O:5])=[O:4].[CH:16]1([C:19]2[CH:20]=[C:21]([CH:24]=[C:25]([O:28][CH2:29][CH3:30])[C:26]=2O)[CH:22]=[O:23])[CH2:18][CH2:17]1. Product: [F:1][C:2]([F:15])([F:14])[S:3]([O:6][C:26]1[C:25]([O:28][CH2:29][CH3:30])=[CH:24][C:21]([CH:22]=[O:23])=[CH:20][C:19]=1[CH:16]1[CH2:17][CH2:18]1)(=[O:5])=[O:4]. The catalyst class is: 17.